The task is: Predict the reactants needed to synthesize the given product.. This data is from Full USPTO retrosynthesis dataset with 1.9M reactions from patents (1976-2016). (1) The reactants are: [Br:1][C:2]1[CH:3]=[CH:4][C:5]([F:17])=[C:6]([C:8]2([CH2:15]O)[NH:13][C:12](=[O:14])[CH2:11][O:10][CH2:9]2)[CH:7]=1.C(N(S(F)(F)[F:24])CC)C.C([O-])([O-])=O.[Na+].[Na+]. Given the product [Br:1][C:2]1[CH:3]=[CH:4][C:5]([F:17])=[C:6]([C:8]2([CH2:15][F:24])[NH:13][C:12](=[O:14])[CH2:11][O:10][CH2:9]2)[CH:7]=1, predict the reactants needed to synthesize it. (2) Given the product [C:1]([C:5]1[CH:12]=[C:11]([C:13]([CH3:16])([CH3:15])[CH3:14])[CH:10]=[C:7]([CH:8]=[N:20][CH2:19][CH2:18][N:21]=[CH:8][C:7]2[C:22](=[C:11]([C:13]([CH3:16])([CH3:15])[CH3:14])[CH:12]=[C:5]([C:1]([CH3:4])([CH3:3])[CH3:2])[CH:6]=2)[OH:23])[C:6]=1[OH:17])([CH3:4])([CH3:3])[CH3:2], predict the reactants needed to synthesize it. The reactants are: [C:1]([C:5]1[CH:12]=[C:11]([C:13]([CH3:16])([CH3:15])[CH3:14])[CH:10]=[C:7]([CH:8]=O)[C:6]=1[OH:17])([CH3:4])([CH3:3])[CH3:2].[CH2:18]([NH2:21])[CH2:19][NH2:20].[CH3:22][OH:23]. (3) Given the product [F:1][C:2]1[CH:7]=[CH:6][C:5]([C:8]2[C:12]([C:13]3[CH:14]=[CH:15][C:16]4[N:17]([CH:19]=[C:20]([NH2:22])[N:21]=4)[N:18]=3)=[CH:11][N:10]([CH3:26])[N:9]=2)=[CH:4][CH:3]=1, predict the reactants needed to synthesize it. The reactants are: [F:1][C:2]1[CH:7]=[CH:6][C:5]([C:8]2[C:12]([C:13]3[CH:14]=[CH:15][C:16]4[N:17]([CH:19]=[C:20]([NH:22]C(=O)C)[N:21]=4)[N:18]=3)=[CH:11][N:10]([CH3:26])[N:9]=2)=[CH:4][CH:3]=1.Cl. (4) Given the product [F:1][CH:2]([F:11])[O:3][C:4]1[CH:9]=[CH:8][C:7]([C:13]#[C:12][C:14]2[CH:15]=[CH:16][C:17]([O:22][CH3:23])=[C:18]([CH:21]=2)[C:19]#[N:20])=[CH:6][CH:5]=1, predict the reactants needed to synthesize it. The reactants are: [F:1][CH:2]([F:11])[O:3][C:4]1[CH:9]=[CH:8][C:7](I)=[CH:6][CH:5]=1.[C:12]([C:14]1[CH:15]=[CH:16][C:17]([O:22][CH3:23])=[C:18]([CH:21]=1)[C:19]#[N:20])#[CH:13]. (5) Given the product [S:1]1[CH:5]=[CH:4][C:3]([C:17]2[CH2:22][CH2:21][CH2:20][CH2:19][CH:18]=2)=[CH:2]1, predict the reactants needed to synthesize it. The reactants are: [S:1]1[CH:5]=[CH:4][C:3](B(O)O)=[CH:2]1.O([C:17]1[CH2:22][CH2:21][CH2:20][CH2:19][CH:18]=1)S(C(F)(F)F)(=O)=O. (6) Given the product [CH3:34][N:35]([CH3:38])[C:36]([C:2]1[CH:3]=[C:4]([CH2:14][O:15][C:16]2[CH:21]=[CH:20][C:19]([CH2:22][CH2:23][C:24]([O:26][CH2:27][CH3:28])=[O:25])=[C:18]([CH3:29])[C:17]=2[CH3:30])[C:5]2[O:9][C:8]([CH2:10][CH2:11][CH3:12])=[CH:7][C:6]=2[CH:13]=1)=[O:37], predict the reactants needed to synthesize it. The reactants are: I[C:2]1[CH:3]=[C:4]([CH2:14][O:15][C:16]2[CH:21]=[CH:20][C:19]([CH2:22][CH2:23][C:24]([O:26][CH2:27][CH3:28])=[O:25])=[C:18]([CH3:29])[C:17]=2[CH3:30])[C:5]2[O:9][C:8]([CH2:10][CH2:11][CH3:12])=[CH:7][C:6]=2[CH:13]=1.CNC.[CH3:34][N:35]([CH3:38])[CH:36]=[O:37].